Task: Predict the reaction yield, written as a fraction of the theoretical maximum amount of product (1.0 means a 100% yield; for example, 0.34 means a 34% yield).. Dataset: Reaction yield outcomes from USPTO patents with 853,638 reactions The reactants are [CH:1]([C@@H:14]1[CH2:20][C@@H:19]2[C@@H:17]([O:18]2)[CH2:16][O:15]1)([C:8]1[CH:13]=[CH:12][CH:11]=[CH:10][CH:9]=1)[C:2]1[CH:7]=[CH:6][CH:5]=[CH:4][CH:3]=1.[CH3:21][O:22][C:23]1[CH:24]=[C:25]([CH:28]=[C:29]([O:31][CH3:32])[CH:30]=1)[CH2:26][NH2:27]. No catalyst specified. The product is [CH:1]([C@@H:14]1[CH2:20][C@@H:19]([OH:18])[C@H:17]([NH:27][CH2:26][C:25]2[CH:28]=[C:29]([O:31][CH3:32])[CH:30]=[C:23]([O:22][CH3:21])[CH:24]=2)[CH2:16][O:15]1)([C:8]1[CH:13]=[CH:12][CH:11]=[CH:10][CH:9]=1)[C:2]1[CH:3]=[CH:4][CH:5]=[CH:6][CH:7]=1. The yield is 0.950.